Dataset: Forward reaction prediction with 1.9M reactions from USPTO patents (1976-2016). Task: Predict the product of the given reaction. (1) Given the reactants [Cl:1][C:2]1[CH:3]=[C:4]2[C:8](=[C:9]([F:11])[CH:10]=1)[N:7]([CH2:12][CH2:13][S:14]([CH3:17])(=[O:16])=[O:15])[C:6]([CH2:18]Cl)=[CH:5]2.[CH3:20][S:21]([C:24]1[C:32]2[C:27](=[CH:28][N:29]=[CH:30][CH:31]=2)[NH:26][N:25]=1)(=[O:23])=[O:22].C([O-])([O-])=O.[K+].[K+], predict the reaction product. The product is: [Cl:1][C:2]1[CH:3]=[C:4]2[C:8](=[C:9]([F:11])[CH:10]=1)[N:7]([CH2:12][CH2:13][S:14]([CH3:17])(=[O:16])=[O:15])[C:6]([CH2:18][N:26]1[C:27]3=[CH:28][N:29]=[CH:30][CH:31]=[C:32]3[C:24]([S:21]([CH3:20])(=[O:22])=[O:23])=[N:25]1)=[CH:5]2. (2) Given the reactants [S:1]1[CH:5]=[CH:4][C:3]([CH:6]=[O:7])=[CH:2]1.C[Si]([C:12]#[N:13])(C)C.[Cl:14]CCl, predict the reaction product. The product is: [ClH:14].[NH2:13][CH2:12][CH:6]([C:3]1[CH:4]=[CH:5][S:1][CH:2]=1)[OH:7]. (3) Given the reactants [CH3:1][C:2]1[N:7]=[C:6]([C:8]2[N:13]=[CH:12][C:11]3[CH:14]=[N:15][NH:16][C:10]=3[CH:9]=2)[CH:5]=[N:4][CH:3]=1.Br[C:18]1[CH:19]=[C:20]([N:26]2[CH2:31][CH2:30][CH2:29][C@H:28]([NH:32][C:33](=[O:39])[O:34][C:35]([CH3:38])([CH3:37])[CH3:36])[CH2:27]2)[C:21](=[O:25])[N:22]([CH3:24])[CH:23]=1.CNCCNC.C(=O)([O-])[O-].[K+].[K+], predict the reaction product. The product is: [CH3:24][N:22]1[CH:23]=[C:18]([N:16]2[C:10]3[CH:9]=[C:8]([C:6]4[CH:5]=[N:4][CH:3]=[C:2]([CH3:1])[N:7]=4)[N:13]=[CH:12][C:11]=3[CH:14]=[N:15]2)[CH:19]=[C:20]([N:26]2[CH2:31][CH2:30][CH2:29][C@H:28]([NH:32][C:33](=[O:39])[O:34][C:35]([CH3:36])([CH3:38])[CH3:37])[CH2:27]2)[C:21]1=[O:25].